Dataset: Reaction yield outcomes from USPTO patents with 853,638 reactions. Task: Predict the reaction yield, written as a fraction of the theoretical maximum amount of product (1.0 means a 100% yield; for example, 0.34 means a 34% yield). (1) The reactants are [Br:1][C:2]1[CH:3]=[C:4]2[C:8](=[C:9]([CH2:11][OH:12])[CH:10]=1)[N:7]([CH3:13])[CH:6]=[CH:5]2. The catalyst is CC(C)=O.O=[Mn]=O. The product is [Br:1][C:2]1[CH:3]=[C:4]2[C:8](=[C:9]([CH:11]=[O:12])[CH:10]=1)[N:7]([CH3:13])[CH:6]=[CH:5]2. The yield is 0.810. (2) The reactants are [C:1]([C:3]1[CH:23]=[C:22]([F:24])[CH:21]=[CH:20][C:4]=1[O:5][C:6]1[CH:7]=[C:8]2[C:12](=[CH:13][CH:14]=1)[N:11]([CH2:15][C:16](OC)=[O:17])[N:10]=[CH:9]2)#[N:2].[BH4-].[Na+]. The catalyst is CO. The product is [F:24][C:22]1[CH:21]=[CH:20][C:4]([O:5][C:6]2[CH:7]=[C:8]3[C:12](=[CH:13][CH:14]=2)[N:11]([CH2:15][CH2:16][OH:17])[N:10]=[CH:9]3)=[C:3]([CH:23]=1)[C:1]#[N:2]. The yield is 0.943. (3) The reactants are [OH-:1].[Na+:2].CO.[CH:5]1[N:9]=[CH:8][N:7]([CH2:10][C:11]([P:17]([OH:20])([OH:19])=[O:18])([P:13]([OH:16])([OH:15])=[O:14])[OH:12])[CH:6]=1. The catalyst is O. The product is [CH:5]1[N:9]=[CH:8][N:7]([CH2:10][C:11]([P:13]([O-:16])([OH:15])=[O:14])([P:17]([O-:19])([OH:20])=[O:18])[OH:12])[CH:6]=1.[OH2:1].[OH2:12].[OH2:12].[OH2:12].[Na+:2].[Na+:2]. The yield is 0.990. (4) The catalyst is ClCCl. The product is [Cl:8][CH2:7][C:6]1[CH:5]=[CH:4][C:3]([C:9]2[C:16]([C:17]([O:19][CH3:20])=[O:18])=[CH:15][O:11][N:10]=2)=[CH:2][CH:1]=1. The reactants are [CH:1]1[C:6]([CH2:7][Cl:8])=[CH:5][CH:4]=[C:3](/[C:9](/Cl)=[N:10]\[OH:11])[CH:2]=1.CO[CH:15]=[CH:16][C:17]([O:19][CH3:20])=[O:18].C(N(CC)CC)C.O. The yield is 0.510. (5) The reactants are Br[C:2]1[C:7]2[S:8][C:9]([C:11]3[C:16]([Cl:17])=[CH:15][CH:14]=[CH:13][C:12]=3[Cl:18])=[N:10][C:6]=2[CH:5]=[CH:4][N:3]=1.[C:19]([NH2:22])(=[O:21])[CH3:20].CC1(C)C2C(=C(P(C3C=CC=CC=3)C3C=CC=CC=3)C=CC=2)OC2C(P(C3C=CC=CC=3)C3C=CC=CC=3)=CC=CC1=2.C([O-])([O-])=O.[Cs+].[Cs+]. The catalyst is O1CCOCC1.C1C=CC(/C=C/C(/C=C/C2C=CC=CC=2)=O)=CC=1.C1C=CC(/C=C/C(/C=C/C2C=CC=CC=2)=O)=CC=1.C1C=CC(/C=C/C(/C=C/C2C=CC=CC=2)=O)=CC=1.[Pd].[Pd]. The product is [Cl:18][C:12]1[CH:13]=[CH:14][CH:15]=[C:16]([Cl:17])[C:11]=1[C:9]1[S:8][C:7]2[C:2]([NH:22][C:19](=[O:21])[CH3:20])=[N:3][CH:4]=[CH:5][C:6]=2[N:10]=1. The yield is 0.440.